Dataset: Catalyst prediction with 721,799 reactions and 888 catalyst types from USPTO. Task: Predict which catalyst facilitates the given reaction. (1) Product: [CH3:8][O:9][C:10]1[CH:11]=[C:12]([N:16]2[C:4]([NH2:5])=[CH:3][C:2]([CH3:6])=[N:17]2)[CH:13]=[CH:14][CH:15]=1. Reactant: O=[C:2]([CH3:6])[CH2:3][C:4]#[N:5].Cl.[CH3:8][O:9][C:10]1[CH:11]=[C:12]([NH:16][NH2:17])[CH:13]=[CH:14][CH:15]=1.Cl. The catalyst class is: 8. (2) Reactant: Cl.[CH2:2]([O:4][C:5](=[O:8])[CH2:6][NH2:7])[CH3:3].C([O-])(=O)C.[Na+].C([BH3-])#N.[Na+].[C:18]1(=O)[CH2:23][CH2:22][CH2:21][CH2:20][CH2:19]1.Cl. Product: [CH:18]1([NH:7][CH2:6][C:5]([O:4][CH2:2][CH3:3])=[O:8])[CH2:23][CH2:22][CH2:21][CH2:20][CH2:19]1. The catalyst class is: 8. (3) Reactant: [C:1]([O:5][C:6](=[O:27])[CH2:7][C@H:8]([NH:19][CH2:20][C:21]1[CH:26]=[CH:25][CH:24]=[CH:23][CH:22]=1)[C:9]([O:11][CH2:12][C:13]1[CH:18]=[CH:17][CH:16]=[CH:15][CH:14]=1)=[O:10])([CH3:4])([CH3:3])[CH3:2].C([O-])([O-])=O.[K+].[K+].[Na+].[I-].[Cl:36][CH:37]=[C:38]([CH2:40]Cl)[CH3:39]. Product: [C:1]([O:5][C:6](=[O:27])[CH2:7][C@H:8]([N:19]([CH2:20][C:21]1[CH:26]=[CH:25][CH:24]=[CH:23][CH:22]=1)[CH2:40][C:38]([CH2:37][Cl:36])=[CH2:39])[C:9]([O:11][CH2:12][C:13]1[CH:18]=[CH:17][CH:16]=[CH:15][CH:14]=1)=[O:10])([CH3:4])([CH3:2])[CH3:3]. The catalyst class is: 23. (4) Reactant: [Cl:1][C:2]1[CH:7]=[C:6]([NH:8][C:9]2[CH:14]=[CH:13][C:12]([F:15])=[CH:11][CH:10]=2)[CH:5]=[CH:4][C:3]=1[C:16]([C:18]1[CH:23]=[C:22]([C:24]2[N:25]=[N:26][N:27]([CH2:29][CH:30]3[CH2:34][O:33]C(C)(C)[O:31]3)[CH:28]=2)[CH:21]=[CH:20][C:19]=1[CH3:37])=[O:17].Cl.CCOC(C)=O.O.C([O-])(O)=O.[Na+]. Product: [Cl:1][C:2]1[CH:7]=[C:6]([NH:8][C:9]2[CH:10]=[CH:11][C:12]([F:15])=[CH:13][CH:14]=2)[CH:5]=[CH:4][C:3]=1[C:16]([C:18]1[CH:23]=[C:22]([C:24]2[N:25]=[N:26][N:27]([CH2:29][CH:30]([OH:31])[CH2:34][OH:33])[CH:28]=2)[CH:21]=[CH:20][C:19]=1[CH3:37])=[O:17]. The catalyst class is: 1. (5) Reactant: [CH3:1][CH:2]([CH3:18])[CH2:3][C@H:4]([N:12]1[CH2:17][CH2:16][O:15][CH2:14][CH2:13]1)[C:5]([O:7]C(C)(C)C)=[O:6].[ClH:19]. Product: [ClH:19].[CH3:1][CH:2]([CH3:18])[CH2:3][C@H:4]([N:12]1[CH2:17][CH2:16][O:15][CH2:14][CH2:13]1)[C:5]([OH:7])=[O:6]. The catalyst class is: 12.